From a dataset of Forward reaction prediction with 1.9M reactions from USPTO patents (1976-2016). Predict the product of the given reaction. (1) Given the reactants Cl[C:2]1[C:3]2[C:10]([C:11]3[CH:17]=[CH:16][C:14]([NH2:15])=[C:13]([O:18][CH3:19])[CH:12]=3)=[CH:9][N:8]([CH:20]3[CH2:24][CH2:23][CH2:22][CH2:21]3)[C:4]=2[N:5]=[CH:6][N:7]=1.[NH3:25], predict the reaction product. The product is: [NH2:15][C:14]1[CH:16]=[CH:17][C:11]([C:10]2[C:3]3[C:2]([NH2:25])=[N:7][CH:6]=[N:5][C:4]=3[N:8]([CH:20]3[CH2:24][CH2:23][CH2:22][CH2:21]3)[CH:9]=2)=[CH:12][C:13]=1[O:18][CH3:19]. (2) Given the reactants [C:1]([C:5]1[CH:10]=[CH:9][C:8]([N:11]2[CH:15]([C:16]3[CH:31]=[CH:30][C:19]([NH:20][CH2:21][C:22]4[CH:27]=[CH:26][C:25]([O:28][CH3:29])=[CH:24][CH:23]=4)=[C:18]([N+:32]([O-])=O)[CH:17]=3)[CH2:14][CH2:13][CH:12]2[C:35]2[CH:50]=[CH:49][C:38]([NH:39][CH2:40][C:41]3[CH:46]=[CH:45][C:44]([O:47][CH3:48])=[CH:43][CH:42]=3)=[C:37]([N+:51]([O-])=O)[CH:36]=2)=[CH:7][CH:6]=1)([CH3:4])([CH3:3])[CH3:2], predict the reaction product. The product is: [C:1]([C:5]1[CH:10]=[CH:9][C:8]([N:11]2[CH:12]([C:35]3[CH:36]=[C:37]([NH2:51])[C:38]([NH:39][CH2:40][C:41]4[CH:46]=[CH:45][C:44]([O:47][CH3:48])=[CH:43][CH:42]=4)=[CH:49][CH:50]=3)[CH2:13][CH2:14][CH:15]2[C:16]2[CH:17]=[C:18]([NH2:32])[C:19]([NH:20][CH2:21][C:22]3[CH:23]=[CH:24][C:25]([O:28][CH3:29])=[CH:26][CH:27]=3)=[CH:30][CH:31]=2)=[CH:7][CH:6]=1)([CH3:4])([CH3:2])[CH3:3]. (3) Given the reactants [N:1]1([CH2:6][CH2:7][CH2:8][NH:9][C:10]([C:12]2[CH:21]=[CH:20][C:19]3[C:14](=[C:15](Br)[CH:16]=[N:17][CH:18]=3)[N:13]=2)=[O:11])[CH:5]=[CH:4][N:3]=[CH:2]1.[Cl:23][C:24]1[CH:29]=[CH:28][CH:27]=[CH:26][C:25]=1B(O)O.C(=O)([O-])[O-].[Cs+].[Cs+], predict the reaction product. The product is: [N:1]1([CH2:6][CH2:7][CH2:8][NH:9][C:10]([C:12]2[CH:21]=[CH:20][C:19]3[C:14](=[C:15]([C:25]4[CH:26]=[CH:27][CH:28]=[CH:29][C:24]=4[Cl:23])[CH:16]=[N:17][CH:18]=3)[N:13]=2)=[O:11])[CH:5]=[CH:4][N:3]=[CH:2]1.